From a dataset of Forward reaction prediction with 1.9M reactions from USPTO patents (1976-2016). Predict the product of the given reaction. (1) Given the reactants C([O:3][C:4](=[O:21])[C:5]1[CH:10]=[C:9]([C:11]2[N:12]([CH3:20])[C:13]3[C:18]([CH:19]=2)=[CH:17][CH:16]=[CH:15][CH:14]=3)[CH:8]=[N:7][CH:6]=1)C.[Li+].[OH-], predict the reaction product. The product is: [NH4+:7].[OH-:3].[CH3:20][N:12]1[C:13]2[C:18](=[CH:17][CH:16]=[CH:15][CH:14]=2)[CH:19]=[C:11]1[C:9]1[CH:8]=[N:7][CH:6]=[C:5]([CH:10]=1)[C:4]([OH:21])=[O:3]. (2) Given the reactants [F:1][C:2]1[CH:7]=[CH:6][C:5]([CH2:8][C:9]#[N:10])=[CH:4][C:3]=1[C:11]1[C:20]2[C:15](=[CH:16][C:17]([N:21]3[CH2:26][CH2:25][O:24][CH2:23][CH2:22]3)=[CH:18][CH:19]=2)[N:14]=[CH:13][N:12]=1.[Cl:27][C:28]1[C:33]([F:34])=[CH:32][N:31]=[CH:30][C:29]=1[F:35].CC(C)([O-])C.[K+], predict the reaction product. The product is: [F:35][C:29]1[CH:30]=[N:31][CH:32]=[C:33]([F:34])[C:28]=1[CH:8]([C:5]1[CH:6]=[CH:7][C:2]([F:1])=[C:3]([C:11]2[C:20]3[C:15](=[CH:16][C:17]([N:21]4[CH2:26][CH2:25][O:24][CH2:23][CH2:22]4)=[CH:18][CH:19]=3)[N:14]=[CH:13][N:12]=2)[CH:4]=1)[C:9]#[N:10].[Cl:27][C:28]1[C:29]([F:35])=[CH:30][N:31]=[CH:32][C:33]=1[CH:8]([C:5]1[CH:6]=[CH:7][C:2]([F:1])=[C:3]([C:11]2[C:20]3[C:15](=[CH:16][C:17]([N:21]4[CH2:26][CH2:25][O:24][CH2:23][CH2:22]4)=[CH:18][CH:19]=3)[N:14]=[CH:13][N:12]=2)[CH:4]=1)[C:9]#[N:10]. (3) The product is: [CH3:1][O:2][CH:3]([O:14][CH3:15])[C:4]1[CH:9]=[CH:8][N:7]=[C:6]([O:18][CH2:16][CH3:17])[N:5]=1. Given the reactants [CH3:1][O:2][CH:3]([O:14][CH3:15])[C:4]1[CH:9]=[CH:8][N:7]=[C:6](S(C)(=O)=O)[N:5]=1.[CH2:16]([OH:18])[CH3:17], predict the reaction product. (4) The product is: [Cl:28][C:29]1[CH:34]=[CH:33][CH:32]=[C:31]([F:35])[C:30]=1[CH2:36][N:37]([CH2:1][C:3]1[CH:4]=[CH:5][C:6]([CH2:9][N:10]2[CH2:15][CH2:14][N:13]([C:16]3[C:21]([C:22]([O:24][CH:25]([CH3:27])[CH3:26])=[O:23])=[CH:20][CH:19]=[CH:18][N:17]=3)[CH2:12][CH2:11]2)=[CH:7][CH:8]=1)[CH2:38][CH3:39]. Given the reactants [CH:1]([C:3]1[CH:8]=[CH:7][C:6]([CH2:9][N:10]2[CH2:15][CH2:14][N:13]([C:16]3[C:21]([C:22]([O:24][CH:25]([CH3:27])[CH3:26])=[O:23])=[CH:20][CH:19]=[CH:18][N:17]=3)[CH2:12][CH2:11]2)=[CH:5][CH:4]=1)=O.[Cl:28][C:29]1[CH:34]=[CH:33][CH:32]=[C:31]([F:35])[C:30]=1[CH2:36][NH:37][CH2:38][CH3:39].C(O)(=O)C.C(O[BH-](OC(=O)C)OC(=O)C)(=O)C.[Na+], predict the reaction product. (5) Given the reactants [CH:1]([C:4]1[C:8]2[CH:9]=[CH:10][C:11]([C:13]([F:16])([F:15])[F:14])=[CH:12][C:7]=2[S:6][C:5]=1[CH2:17][CH2:18][C:19]1[C:23]2[CH:24]=[C:25]([CH3:33])[C:26]([CH:28]=[CH:29][C:30]([OH:32])=[O:31])=[CH:27][C:22]=2[O:21][N:20]=1)([CH3:3])[CH3:2].O.NN, predict the reaction product. The product is: [CH:1]([C:4]1[C:8]2[CH:9]=[CH:10][C:11]([C:13]([F:14])([F:15])[F:16])=[CH:12][C:7]=2[S:6][C:5]=1[CH2:17][CH2:18][C:19]1[C:23]2[CH:24]=[C:25]([CH3:33])[C:26]([CH2:28][CH2:29][C:30]([OH:32])=[O:31])=[CH:27][C:22]=2[O:21][N:20]=1)([CH3:3])[CH3:2]. (6) Given the reactants Cl.Cl.[O:3]1[CH2:8][CH2:7][N:6]([CH2:9][CH2:10][O:11][NH2:12])[CH2:5][CH2:4]1.C([O-])(=O)C.[Na+].[CH3:18][C:19]([C@@H:21]1[C@@:25]2([CH3:40])[CH2:26][CH2:27][C@@H:28]3[C@@:33]4([CH3:39])[CH2:34][CH2:35][C@H:36]([OH:38])[CH2:37][C:32]4=[CH:31][CH2:30][C@H:29]3[C@@H:24]2[CH2:23][CH2:22]1)=O.CO, predict the reaction product. The product is: [O:3]1[CH2:8][CH2:7][N:6]([CH2:9][CH2:10][O:11]/[N:12]=[C:19](/[C@@H:21]2[C@:25]3([CH3:40])[C@H:24]([C@H:29]4[C@H:28]([CH2:27][CH2:26]3)[C@:33]3([CH3:39])[C:32]([CH2:37][C@@H:36]([OH:38])[CH2:35][CH2:34]3)=[CH:31][CH2:30]4)[CH2:23][CH2:22]2)\[CH3:18])[CH2:5][CH2:4]1. (7) Given the reactants FC(F)(F)C(O)=O.[NH2:8][CH2:9][CH2:10][N:11]1[C:20]2[C:15]([C:16](=[O:22])[NH:17][C:18](=[O:21])[N:19]=2)=[N:14][C:13]2[CH:23]=[C:24]([CH3:28])[C:25]([CH3:27])=[CH:26][C:12]1=2.[C:29]1(=[O:35])[O:34][C:32](=[O:33])[CH2:31][CH2:30]1, predict the reaction product. The product is: [CH3:28][C:24]1[C:25]([CH3:27])=[CH:26][C:12]2[N:11]([CH2:10][CH2:9][NH:8][C:29](=[O:35])[CH2:30][CH2:31][C:32]([OH:34])=[O:33])[C:20]3[C:15]([C:16](=[O:22])[NH:17][C:18](=[O:21])[N:19]=3)=[N:14][C:13]=2[CH:23]=1. (8) Given the reactants COC(C1C=C(OC2C=CC(S(C)(=O)=O)=CC=2)C=C2OC(C)CC=12)=O.[F:26][C:27]1[CH:28]=[C:29]([CH:32]=[CH:33][C:34]=1F)[CH:30]=[O:31].[CH3:36][N:37]1[CH:41]=[CH:40][C:39]([NH:42][C:43]([C:45]2[CH:55]=[C:54]([OH:56])[C:48]3[CH2:49][C:50]([CH3:53])([CH3:52])[O:51][C:47]=3[CH:46]=2)=[O:44])=[N:38]1, predict the reaction product. The product is: [CH3:36][N:37]1[CH:41]=[CH:40][C:39]([NH:42][C:43]([C:45]2[CH:55]=[C:54]([O:56][C:34]3[CH:33]=[CH:32][C:29]([CH:30]=[O:31])=[CH:28][C:27]=3[F:26])[C:48]3[CH2:49][C:50]([CH3:53])([CH3:52])[O:51][C:47]=3[CH:46]=2)=[O:44])=[N:38]1. (9) Given the reactants [CH:1]([C:4]1[CH:12]=[CH:11][C:7]([C:8]([OH:10])=[O:9])=[CH:6][CH:5]=1)([CH3:3])[CH3:2].[OH-].[K+].[Mn]([O-])(=O)(=O)=[O:16].[K+].C(O)CO, predict the reaction product. The product is: [OH:16][C:1]([C:4]1[CH:12]=[CH:11][C:7]([C:8]([OH:10])=[O:9])=[CH:6][CH:5]=1)([CH3:3])[CH3:2].